This data is from Reaction yield outcomes from USPTO patents with 853,638 reactions. The task is: Predict the reaction yield, written as a fraction of the theoretical maximum amount of product (1.0 means a 100% yield; for example, 0.34 means a 34% yield). (1) The reactants are [CH3:1][C:2]1[C@@H:3]([C:15]([OH:17])=O)[N:4]2[CH2:9][C@@H:7]([CH:8]=1)[N:6]([O:10][CH2:11][CH:12]=[CH2:13])[C:5]2=[O:14].[NH2:18][CH:19]1[CH2:24][CH2:23][N:22]([C:25]([O:27][C:28]([CH3:31])([CH3:30])[CH3:29])=[O:26])[CH2:21][CH2:20]1.CN(C(ON1N=NC2C=CC=NC1=2)=[N+](C)C)C.F[P-](F)(F)(F)(F)F.CCN(C(C)C)C(C)C. The catalyst is C(OCC)(=O)C.CN(C)C=O. The product is [CH3:1][C:2]1[C@@H:3]([C:15]([NH:18][CH:19]2[CH2:20][CH2:21][N:22]([C:25]([O:27][C:28]([CH3:31])([CH3:30])[CH3:29])=[O:26])[CH2:23][CH2:24]2)=[O:17])[N:4]2[CH2:9][C@@H:7]([CH:8]=1)[N:6]([O:10][CH2:11][CH:12]=[CH2:13])[C:5]2=[O:14]. The yield is 0.400. (2) The reactants are Cl[C:2]1[N:7]=[C:6]([NH:8][CH2:9][C:10]([O:12][CH2:13][CH3:14])=[O:11])[C:5]([N+:15]([O-:17])=[O:16])=[CH:4][CH:3]=1.[F:18][C:19]([F:30])([F:29])[C:20]1[CH:21]=[C:22](B(O)O)[CH:23]=[CH:24][CH:25]=1.C(=O)([O-])[O-].[Cs+].[Cs+]. The catalyst is COCCOC.O.C1C=CC([P]([Pd]([P](C2C=CC=CC=2)(C2C=CC=CC=2)C2C=CC=CC=2)([P](C2C=CC=CC=2)(C2C=CC=CC=2)C2C=CC=CC=2)[P](C2C=CC=CC=2)(C2C=CC=CC=2)C2C=CC=CC=2)(C2C=CC=CC=2)C2C=CC=CC=2)=CC=1. The product is [N+:15]([C:5]1[C:6]([NH:8][CH2:9][C:10]([O:12][CH2:13][CH3:14])=[O:11])=[N:7][C:2]([C:24]2[CH:23]=[CH:22][CH:21]=[C:20]([C:19]([F:30])([F:29])[F:18])[CH:25]=2)=[CH:3][CH:4]=1)([O-:17])=[O:16]. The yield is 0.935. (3) The reactants are C(=O)([O-])[O-].[K+].[K+].[CH2:7]([O:14][C:15]1[CH:16]=[C:17]([C:21]2[C:26]([CH3:27])=[C:25]([C:28]#[N:29])[C:24]([NH:30]C(=O)C(F)(F)F)=[C:23]([O:37][CH3:38])[C:22]=2[F:39])[CH:18]=[CH:19][CH:20]=1)[C:8]1[CH:13]=[CH:12][CH:11]=[CH:10][CH:9]=1. The catalyst is CO. The product is [NH2:30][C:24]1[C:23]([O:37][CH3:38])=[C:22]([F:39])[C:21]([C:17]2[CH:18]=[CH:19][CH:20]=[C:15]([O:14][CH2:7][C:8]3[CH:9]=[CH:10][CH:11]=[CH:12][CH:13]=3)[CH:16]=2)=[C:26]([CH3:27])[C:25]=1[C:28]#[N:29]. The yield is 0.870. (4) The reactants are [C:9](O[C:9]([O:11][C:12]([CH3:15])([CH3:14])[CH3:13])=[O:10])([O:11][C:12]([CH3:15])([CH3:14])[CH3:13])=[O:10].Cl.[OH:17][C@H:18]1[CH2:22][CH2:21][NH:20][CH2:19]1.CCN(CC)CC. The catalyst is CO. The product is [C:12]([O:11][C:9]([N:20]1[CH2:21][CH2:22][C@H:18]([OH:17])[CH2:19]1)=[O:10])([CH3:13])([CH3:14])[CH3:15]. The yield is 0.950. (5) The reactants are [F:1][C:2]([F:13])([F:12])[C:3]1[CH:11]=[CH:10][CH:9]=[CH:8][C:4]=1[C:5](Cl)=[O:6].[NH2:14][C:15]1[N:23]=[CH:22][CH:21]=[CH:20][C:16]=1[C:17](O)=[O:18].O. The catalyst is N1C=CC=CC=1. The product is [F:1][C:2]([F:13])([F:12])[C:3]1[CH:11]=[CH:10][CH:9]=[CH:8][C:4]=1[C:5]1[O:6][C:17](=[O:18])[C:16]2[CH:20]=[CH:21][CH:22]=[N:23][C:15]=2[N:14]=1. The yield is 0.600. (6) The catalyst is C1C=CC=CC=1. The reactants are [F:1][C:2]1[CH:7]=[CH:6][C:5](/[CH:8]=[C:9](\[C:13]2[CH:18]=[CH:17][C:16]([O:19][CH:20]([CH3:22])[CH3:21])=[CH:15][CH:14]=2)/[C:10](O)=[O:11])=[CH:4][C:3]=1[O:23][CH3:24].P([N:41]=[N+:42]=[N-:43])(OC1C=CC=CC=1)(OC1C=CC=CC=1)=O.CCN(CC)CC. The product is [F:1][C:2]1[CH:7]=[CH:6][C:5](/[CH:8]=[C:9](\[C:13]2[CH:18]=[CH:17][C:16]([O:19][CH:20]([CH3:22])[CH3:21])=[CH:15][CH:14]=2)/[C:10]([N:41]=[N+:42]=[N-:43])=[O:11])=[CH:4][C:3]=1[O:23][CH3:24]. The yield is 0.490. (7) The reactants are [OH:1][C:2]1[CH:7]=[C:6]([OH:8])[CH:5]=[CH:4][C:3]=1[C:9](=O)[C:10]([F:13])([F:12])[F:11].Cl[CH2:16][C:17]([C:19]1[CH:24]=[CH:23][C:22]([Cl:25])=[CH:21][C:20]=1[Cl:26])=[O:18].C(=O)([O-])[O-].[K+].[K+].C(OCC)(=O)C. The catalyst is CN(C)C=O.O. The product is [Cl:26][C:20]1[CH:21]=[C:22]([Cl:25])[CH:23]=[CH:24][C:19]=1[C:17]([C:16]1[O:1][C:2]2[CH:7]=[C:6]([OH:8])[CH:5]=[CH:4][C:3]=2[C:9]=1[C:10]([F:13])([F:12])[F:11])=[O:18]. The yield is 0.335.